From a dataset of NCI-60 drug combinations with 297,098 pairs across 59 cell lines. Regression. Given two drug SMILES strings and cell line genomic features, predict the synergy score measuring deviation from expected non-interaction effect. Drug 1: CC1C(C(=O)NC(C(=O)N2CCCC2C(=O)N(CC(=O)N(C(C(=O)O1)C(C)C)C)C)C(C)C)NC(=O)C3=C4C(=C(C=C3)C)OC5=C(C(=O)C(=C(C5=N4)C(=O)NC6C(OC(=O)C(N(C(=O)CN(C(=O)C7CCCN7C(=O)C(NC6=O)C(C)C)C)C)C(C)C)C)N)C. Drug 2: CCCCCOC(=O)NC1=NC(=O)N(C=C1F)C2C(C(C(O2)C)O)O. Cell line: TK-10. Synergy scores: CSS=5.12, Synergy_ZIP=3.23, Synergy_Bliss=7.70, Synergy_Loewe=1.19, Synergy_HSA=1.90.